This data is from Full USPTO retrosynthesis dataset with 1.9M reactions from patents (1976-2016). The task is: Predict the reactants needed to synthesize the given product. Given the product [CH3:1][O:2][C:3](=[O:16])[C:4]1[CH:9]=[C:8]([N+:10]([O-:12])=[O:11])[C:7]([NH2:13])=[C:6]([F:14])[C:5]=1[NH:20][C:19]1[CH:21]=[CH:22][CH:23]=[CH:24][C:18]=1[Cl:17], predict the reactants needed to synthesize it. The reactants are: [CH3:1][O:2][C:3](=[O:16])[C:4]1[CH:9]=[C:8]([N+:10]([O-:12])=[O:11])[C:7]([NH2:13])=[C:6]([F:14])[C:5]=1F.[Cl:17][C:18]1[CH:24]=[CH:23][CH:22]=[CH:21][C:19]=1[NH2:20].